Dataset: Forward reaction prediction with 1.9M reactions from USPTO patents (1976-2016). Task: Predict the product of the given reaction. (1) Given the reactants [OH:1][C:2]1[CH:7]=[CH:6][C:5]([CH2:8][CH2:9][C:10]([O:12][C:13]([CH3:16])([CH3:15])[CH3:14])=[O:11])=[CH:4][CH:3]=1.[H-].[Na+].[Br:19][C:20]1[CH:21]=[C:22]([CH:25]=[CH:26][CH:27]=1)[CH2:23]Br, predict the reaction product. The product is: [Br:19][C:20]1[CH:21]=[C:22]([CH:25]=[CH:26][CH:27]=1)[CH2:23][O:1][C:2]1[CH:3]=[CH:4][C:5]([CH2:8][CH2:9][C:10]([O:12][C:13]([CH3:16])([CH3:15])[CH3:14])=[O:11])=[CH:6][CH:7]=1. (2) Given the reactants Cl.[Cl:2][C:3]1[CH:4]=[C:5]([C:9]2[CH:14]=[CH:13][C:12]([C:15]([CH:17]3[CH2:22][CH2:21][NH:20][CH2:19][CH2:18]3)=[O:16])=[CH:11][CH:10]=2)[CH:6]=[CH:7][CH:8]=1.Cl[C:24]1[N:29]=[CH:28][CH:27]=[CH:26][N:25]=1.C(=O)([O-])[O-].[K+].[K+].O, predict the reaction product. The product is: [Cl:2][C:3]1[CH:4]=[C:5]([C:9]2[CH:14]=[CH:13][C:12]([C:15]([CH:17]3[CH2:18][CH2:19][N:20]([C:24]4[N:29]=[CH:28][CH:27]=[CH:26][N:25]=4)[CH2:21][CH2:22]3)=[O:16])=[CH:11][CH:10]=2)[CH:6]=[CH:7][CH:8]=1. (3) Given the reactants [OH:1][CH2:2][CH2:3][NH:4][CH2:5][C@@H:6]([C@H:8]([C@@H:10]([C@@H:12]([CH2:14][OH:15])O)[OH:11])[OH:9])[OH:7].OCCNC[C@@H]1O[C@](O)(CO)[C@@H](O)[C@@H]1O, predict the reaction product. The product is: [CH2:5]1[N:4]([CH2:3][CH2:2][OH:1])[CH:12]([CH2:14][OH:15])[CH:10]([OH:11])[CH:8]([OH:9])[CH:6]1[OH:7]. (4) Given the reactants Br[C:2]1[CH:3]=[N:4][CH:5]=[C:6]2[C:11]=1[N:10]=[C:9]([C:12]([NH:14][CH:15]([C:17]([OH:20])([CH3:19])[CH3:18])[CH3:16])=[O:13])[CH:8]=[CH:7]2.[Cl:21][C:22]1[CH:27]=[CH:26][C:25](B(O)O)=[CH:24][C:23]=1[F:31], predict the reaction product. The product is: [Cl:21][C:22]1[CH:27]=[CH:26][C:25]([C:2]2[CH:3]=[N:4][CH:5]=[C:6]3[C:11]=2[N:10]=[C:9]([C:12]([NH:14][CH:15]([C:17]([OH:20])([CH3:19])[CH3:18])[CH3:16])=[O:13])[CH:8]=[CH:7]3)=[CH:24][C:23]=1[F:31]. (5) Given the reactants [F:1][C:2]([F:13])([F:12])[C:3]([C:8]([F:11])([F:10])[F:9])([OH:7])[CH2:4][CH:5]=C.[CH2:14]1[CH:18]2[CH:19]3[CH:23]=[CH:22][CH:21]([CH:17]2[CH:16]=[CH:15]1)[CH2:20]3, predict the reaction product. The product is: [F:1][C:2]([F:12])([F:13])[C:3]([CH:4]1[CH2:5][CH:14]2[CH2:15][CH:16]1[CH:17]1[CH:18]2[CH:19]2[CH2:20][CH:21]1[CH:22]=[CH:23]2)([C:8]([F:10])([F:9])[F:11])[OH:7]. (6) Given the reactants [CH3:1][C:2]1[C:3]([CH2:16][CH2:17][C:18]([O:20][CH2:21][CH3:22])=[O:19])=[C:4]([CH3:15])[C:5]2[C:13]3[C:8](=[CH:9][CH:10]=[CH:11][CH:12]=3)[NH:7][C:6]=2[N:14]=1.CC(C)([O-])C.[K+].Br[CH2:30][C:31]1[CH:36]=[CH:35][C:34]([C@H:37]([CH:45]2[CH2:50][CH2:49][O:48][CH2:47][CH2:46]2)[C:38]([O:40][C:41]([CH3:44])([CH3:43])[CH3:42])=[O:39])=[CH:33][CH:32]=1, predict the reaction product. The product is: [C:41]([O:40][C:38](=[O:39])[C@H:37]([C:34]1[CH:35]=[CH:36][C:31]([CH2:30][N:7]2[C:8]3[C:13](=[CH:12][CH:11]=[CH:10][CH:9]=3)[C:5]3[C:4]([CH3:15])=[C:3]([CH2:16][CH2:17][C:18]([O:20][CH2:21][CH3:22])=[O:19])[C:2]([CH3:1])=[N:14][C:6]2=3)=[CH:32][CH:33]=1)[CH:45]1[CH2:50][CH2:49][O:48][CH2:47][CH2:46]1)([CH3:44])([CH3:42])[CH3:43]. (7) Given the reactants [NH2:1][CH2:2][C:3]1[CH:4]=[C:5]([CH2:9][N:10]2[C:18]3[C:13](=[C:14]([CH:19]([F:21])[F:20])[CH:15]=[CH:16][CH:17]=3)[C:12]([N:22]([S:32]([C:35]3[S:36][C:37]([Cl:40])=[CH:38][CH:39]=3)(=[O:34])=[O:33])[S:23]([C:26]3[S:27][C:28]([Cl:31])=[CH:29][CH:30]=3)(=[O:25])=[O:24])=[N:11]2)[CH:6]=[CH:7][CH:8]=1.C(N(CC)CC)C.[C:48](OC(=O)C)(=[O:50])[CH3:49], predict the reaction product. The product is: [Cl:31][C:28]1[S:27][C:26]([S:23]([N:22]([S:32]([C:35]2[S:36][C:37]([Cl:40])=[CH:38][CH:39]=2)(=[O:33])=[O:34])[C:12]2[C:13]3[C:18](=[CH:17][CH:16]=[CH:15][C:14]=3[CH:19]([F:20])[F:21])[N:10]([CH2:9][C:5]3[CH:4]=[C:3]([CH2:2][NH:1][C:48](=[O:50])[CH3:49])[CH:8]=[CH:7][CH:6]=3)[N:11]=2)(=[O:25])=[O:24])=[CH:30][CH:29]=1.